This data is from NCI-60 drug combinations with 297,098 pairs across 59 cell lines. The task is: Regression. Given two drug SMILES strings and cell line genomic features, predict the synergy score measuring deviation from expected non-interaction effect. Drug 1: CCCCCOC(=O)NC1=NC(=O)N(C=C1F)C2C(C(C(O2)C)O)O. Drug 2: CS(=O)(=O)CCNCC1=CC=C(O1)C2=CC3=C(C=C2)N=CN=C3NC4=CC(=C(C=C4)OCC5=CC(=CC=C5)F)Cl. Cell line: HOP-62. Synergy scores: CSS=7.00, Synergy_ZIP=-4.03, Synergy_Bliss=-4.55, Synergy_Loewe=-1.83, Synergy_HSA=-1.58.